This data is from Full USPTO retrosynthesis dataset with 1.9M reactions from patents (1976-2016). The task is: Predict the reactants needed to synthesize the given product. (1) Given the product [CH2:1]([NH:5][C:9]([CH3:23])([CH3:22])[C:10]([NH:12][C:13]1[CH:17]=[C:16]([C:18]([CH3:21])([CH3:20])[CH3:19])[O:15][N:14]=1)=[O:11])[CH2:2][CH2:3][CH3:4], predict the reactants needed to synthesize it. The reactants are: [CH2:1]([NH2:5])[CH2:2][CH2:3][CH3:4].[H-].[Na+].Br[C:9]([CH3:23])([CH3:22])[C:10]([NH:12][C:13]1[CH:17]=[C:16]([C:18]([CH3:21])([CH3:20])[CH3:19])[O:15][N:14]=1)=[O:11]. (2) Given the product [CH:2]([O:5][C:6]([N:8]1[C:17]2[C:12](=[CH:13][C:14]([C:18]([F:19])([F:21])[F:20])=[CH:15][CH:16]=2)[C@H:11]([NH2:22])[CH2:10][C@@H:9]1[CH:26]1[CH2:27][CH2:28]1)=[O:7])([CH3:4])[CH3:3], predict the reactants needed to synthesize it. The reactants are: Cl.[CH:2]([O:5][C:6]([N:8]1[C:17]2[C:12](=[CH:13][C:14]([C:18]([F:21])([F:20])[F:19])=[CH:15][CH:16]=2)[C@H:11]([NH:22]C(=O)C)[CH2:10][C@@H:9]1[CH:26]1[CH2:28][CH2:27]1)=[O:7])([CH3:4])[CH3:3].C(=O)([O-])[O-].[Na+].[Na+]. (3) Given the product [CH3:5][O:56][C:55]1[CH:38]=[N:40][C:32]2[C:33]([N:53]=1)=[C:34]([C:45](=[O:47])[CH3:46])[CH:35]=[CH:36][CH:37]=2, predict the reactants needed to synthesize it. The reactants are: [O-]S([C:5](F)(F)F)(=O)=O.[C:32]1(P([C:32]2[CH:37]=[CH:36][CH:35]=[CH:34][CH:33]=2)CCCP([C:32]2[CH:37]=[CH:36][CH:35]=[CH:34][CH:33]=2)[C:32]2[CH:37]=[CH:36][CH:35]=[CH:34][CH:33]=2)[CH:37]=[CH:36][CH:35]=[CH:34][CH:33]=1.[CH2:38]([N:40](CC)CC)C.[CH:45]([O:47]CCCC)=[CH2:46].C[N:53]([CH:55]=[O:56])C. (4) Given the product [OH:19][N:18]=[C:9]([NH2:10])[CH2:8][O:1][C:2]1[CH:7]=[CH:6][CH:5]=[CH:4][CH:3]=1, predict the reactants needed to synthesize it. The reactants are: [O:1]([CH2:8][C:9]#[N:10])[C:2]1[CH:7]=[CH:6][CH:5]=[CH:4][CH:3]=1.C([O-])([O-])=O.[K+].[K+].Cl.[NH2:18][OH:19]. (5) The reactants are: [C:1]([C:9]1[CH:14]=[CH:13][C:12](Br)=[CH:11][CH:10]=1)(=[O:8])[C:2]1[CH:7]=[CH:6][CH:5]=[CH:4][CH:3]=1.[NH2:16][C:17]1[N:18]([CH3:23])[N:19]=[CH:20][C:21]=1[Br:22].C(=O)([O-])[O-].[Cs+].[Cs+].C1C=CC(P(C2C(C3C(P(C4C=CC=CC=4)C4C=CC=CC=4)=CC=C4C=3C=CC=C4)=C3C(C=CC=C3)=CC=2)C2C=CC=CC=2)=CC=1. Given the product [Br:22][C:21]1[CH:20]=[N:19][N:18]([CH3:23])[C:17]=1[NH:16][C:12]1[CH:13]=[CH:14][C:9]([C:1]([C:2]2[CH:7]=[CH:6][CH:5]=[CH:4][CH:3]=2)=[O:8])=[CH:10][CH:11]=1, predict the reactants needed to synthesize it. (6) Given the product [Br:1][C:2]1[CH:3]=[C:4]([N:8]2[C:12]3=[N:13][C:14]([O:23][CH3:22])=[CH:15][CH:16]=[C:11]3[C:10]([C:18]([OH:20])=[O:19])=[N:9]2)[CH:5]=[CH:6][CH:7]=1, predict the reactants needed to synthesize it. The reactants are: [Br:1][C:2]1[CH:3]=[C:4]([N:8]2[C:12]3=[N:13][C:14](Cl)=[CH:15][CH:16]=[C:11]3[C:10]([C:18]([O:20]C)=[O:19])=[N:9]2)[CH:5]=[CH:6][CH:7]=1.[CH3:22][O-:23].[Na+].CO.Cl. (7) Given the product [F:28][C:20]([F:29])([C:21]1[CH:26]=[CH:25][C:24]([F:27])=[CH:23][CH:22]=1)[C:4]1[CH:5]=[C:6]([NH:8][C:9]2[S:10][C:11]3[C:16]([N:17]=2)=[CH:15][CH:14]=[C:13]([O:18][CH3:19])[N:12]=3)[N:7]=[C:2]([NH:30][C@H:31]2[CH2:36][CH2:35][C@H:34]([OH:37])[CH2:33][CH2:32]2)[N:3]=1, predict the reactants needed to synthesize it. The reactants are: Cl[C:2]1[N:7]=[C:6]([NH:8][C:9]2[S:10][C:11]3[C:16]([N:17]=2)=[CH:15][CH:14]=[C:13]([O:18][CH3:19])[N:12]=3)[CH:5]=[C:4]([C:20]([F:29])([F:28])[C:21]2[CH:26]=[CH:25][C:24]([F:27])=[CH:23][CH:22]=2)[N:3]=1.[NH2:30][C@H:31]1[CH2:36][CH2:35][C@H:34]([OH:37])[CH2:33][CH2:32]1.C(N(C(C)C)C(C)C)C. (8) Given the product [CH:34]1[C:42]2[N:41]3[C:43]([C@@H:46]4[C@@H:50]([CH3:51])[CH2:49][C@H:48]([NH:52][C:7]([C:3]5[N:2]=[N:1][CH:6]=[CH:5][CH:4]=5)=[O:9])[CH2:47]4)=[CH:44][N:45]=[C:40]3[CH:39]=[N:38][C:37]=2[NH:36][CH:35]=1, predict the reactants needed to synthesize it. The reactants are: [N:1]1[CH:6]=[CH:5][CH:4]=[C:3]([C:7]([OH:9])=O)[N:2]=1.CN(C(ON1N=NC2C=CC=NC1=2)=[N+](C)C)C.F[P-](F)(F)(F)(F)F.[CH:34]1[C:42]2[N:41]3[C:43]([C@@H:46]4[C@H:50]([CH3:51])[CH2:49][C@H:48]([NH2:52])[CH2:47]4)=[CH:44][N:45]=[C:40]3[CH:39]=[N:38][C:37]=2[NH:36][CH:35]=1. (9) Given the product [Cl:1][C:2]1[CH:7]=[CH:6][N:5]=[C:4]2[CH:8]=[C:9]([C:28]3[CH:29]=[N:30][N:31]([CH2:33][CH2:34][N:35]([CH3:43])[C:36](=[O:42])[O:37][C:38]([CH3:39])([CH3:40])[CH3:41])[CH:32]=3)[S:10][C:3]=12, predict the reactants needed to synthesize it. The reactants are: [Cl:1][C:2]1[CH:7]=[CH:6][N:5]=[C:4]2[CH:8]=[CH:9][S:10][C:3]=12.ClC1C=CN=C2C=C(C3N=CN(C)C=3)SC=12.I[C:28]1[CH:29]=[N:30][N:31]([CH2:33][CH2:34][N:35]([CH3:43])[C:36](=[O:42])[O:37][C:38]([CH3:41])([CH3:40])[CH3:39])[CH:32]=1. (10) Given the product [F:10][C:11]1[CH:16]=[CH:15][C:14]([S:17]([N:1]([C:2]2[C:3]([Cl:9])=[N:4][CH:5]=[C:6]([Br:8])[CH:7]=2)[S:17]([C:14]2[CH:15]=[CH:16][C:11]([F:10])=[CH:12][CH:13]=2)(=[O:19])=[O:18])(=[O:19])=[O:18])=[CH:13][CH:12]=1, predict the reactants needed to synthesize it. The reactants are: [NH2:1][C:2]1[C:3]([Cl:9])=[N:4][CH:5]=[C:6]([Br:8])[CH:7]=1.[F:10][C:11]1[CH:16]=[CH:15][C:14]([S:17](Cl)(=[O:19])=[O:18])=[CH:13][CH:12]=1.